From a dataset of Catalyst prediction with 721,799 reactions and 888 catalyst types from USPTO. Predict which catalyst facilitates the given reaction. (1) Reactant: [CH:1]1([S:5][C:6]2[CH:15]=[CH:14][CH:13]=[CH:12][C:7]=2[C:8]([O:10]C)=[O:9])[CH2:4][CH2:3][CH2:2]1.[Li+].[OH-]. Product: [CH:1]1([S:5][C:6]2[CH:15]=[CH:14][CH:13]=[CH:12][C:7]=2[C:8]([OH:10])=[O:9])[CH2:4][CH2:3][CH2:2]1. The catalyst class is: 1. (2) Reactant: [Cl:1][C:2]1[CH:7]=[CH:6][CH:5]=[CH:4][C:3]=1[CH2:8][C:9]([OH:11])=O.CCN(C(C)C)C(C)C.CN(C(ON1[N:37]=[N:36][C:31]2[CH:32]=[CH:33][CH:34]=[N:35][C:30]1=2)=[N+](C)C)C.F[P-](F)(F)(F)(F)F.Cl.[N:46]1[CH:51]=[CH:50][C:49]([C:52]2C3CNCCC=3NN=2)=[CH:48][CH:47]=1. Product: [Cl:1][C:2]1[CH:7]=[CH:6][CH:5]=[CH:4][C:3]=1[CH2:8][C:9]([CH:34]1[CH2:33][CH2:32][C:31]2[NH:36][N:37]=[C:52]([C:49]3[CH:50]=[CH:51][N:46]=[CH:47][CH:48]=3)[C:30]=2[NH:35]1)=[O:11]. The catalyst class is: 18. (3) Reactant: C([O:3][C:4](=O)[CH2:5][N:6]1[CH2:12][CH2:11][CH2:10][CH2:9][CH2:8][CH2:7]1)C.[NH2:14][NH2:15]. Product: [N:6]1([CH2:5][C:4]([NH:14][NH2:15])=[O:3])[CH2:12][CH2:11][CH2:10][CH2:9][CH2:8][CH2:7]1. The catalyst class is: 8. (4) Reactant: [NH:1]1[C:9]2[C:4](=[CH:5][CH:6]=[CH:7][CH:8]=2)[CH:3]=[CH:2]1.[H-].[Na+].Cl[CH2:13][C:14]([NH:16][CH2:17][CH2:18][N:19]([CH:21]1[CH2:26][CH2:25][CH2:24][CH2:23][CH2:22]1)[CH3:20])=[O:15]. The catalyst class is: 31. Product: [CH:21]1([N:19]([CH3:20])[CH2:18][CH2:17][NH:16][C:14](=[O:15])[CH2:13][N:1]2[C:9]3[C:4](=[CH:5][CH:6]=[CH:7][CH:8]=3)[CH:3]=[CH:2]2)[CH2:26][CH2:25][CH2:24][CH2:23][CH2:22]1. (5) Reactant: [OH-].[Na+].Cl[C:4]1[N:5]=[CH:6][C:7]([C:10]([O:12]C)=[O:11])=[N:8][CH:9]=1.[C:14](OCC)(=[O:16])[CH3:15].O. Product: [CH2:14]([O:16][C:4]1[N:5]=[CH:6][C:7]([C:10]([OH:12])=[O:11])=[N:8][CH:9]=1)[CH3:15]. The catalyst class is: 8. (6) Reactant: [CH2:1]([O:8][C:9](=[O:33])[NH:10][C@@H:11]([CH2:26][C:27]1[CH:32]=[CH:31][CH:30]=[CH:29][CH:28]=1)[CH2:12][NH:13][C:14](=[O:25])[C@H:15]([NH:17]C(OC(C)(C)C)=O)[CH3:16])[C:2]1[CH:7]=[CH:6][CH:5]=[CH:4][CH:3]=1.CO.C(O)(C(F)(F)F)=O. Product: [CH2:1]([O:8][C:9](=[O:33])[NH:10][C@@H:11]([CH2:26][C:27]1[CH:32]=[CH:31][CH:30]=[CH:29][CH:28]=1)[CH2:12][NH:13][C:14](=[O:25])[C@@H:15]([CH3:16])[NH2:17])[C:2]1[CH:7]=[CH:6][CH:5]=[CH:4][CH:3]=1. The catalyst class is: 4.